This data is from Reaction yield outcomes from USPTO patents with 853,638 reactions. The task is: Predict the reaction yield, written as a fraction of the theoretical maximum amount of product (1.0 means a 100% yield; for example, 0.34 means a 34% yield). The catalyst is C(O)C.Cl.[Pd]. The yield is 0.640. The reactants are [F:1][C:2]1[CH:7]=[C:6]([S:8]([CH3:11])(=[O:10])=[O:9])[CH:5]=[CH:4][C:3]=1[NH:12][C@H:13]1[CH2:17][CH2:16][N:15]([CH:18]2[CH2:23][CH2:22][N:21](C(OCC3C=CC=CC=3)=O)[CH2:20][CH2:19]2)[C:14]1=[O:34]. The product is [F:1][C:2]1[CH:7]=[C:6]([S:8]([CH3:11])(=[O:10])=[O:9])[CH:5]=[CH:4][C:3]=1[NH:12][C@H:13]1[CH2:17][CH2:16][N:15]([CH:18]2[CH2:23][CH2:22][NH:21][CH2:20][CH2:19]2)[C:14]1=[O:34].